This data is from Catalyst prediction with 721,799 reactions and 888 catalyst types from USPTO. The task is: Predict which catalyst facilitates the given reaction. Reactant: [CH:1]1([NH:4][C:5](=[O:43])[NH:6][C:7]2[CH:41]=[CH:40][C:10]([O:11][C:12]3[CH:17]=[CH:16][N:15]=[C:14]4[CH:18]=[C:19]([C:21]5[N:26]=[CH:25][C:24]([CH2:27][NH:28][CH:29]6[CH2:32][N:31]([C:33]([O:35][C:36]([CH3:39])([CH3:38])[CH3:37])=[O:34])[CH2:30]6)=[CH:23][CH:22]=5)[S:20][C:13]=34)=[C:9]([F:42])[CH:8]=2)[CH2:3][CH2:2]1.Br[CH2:45][C:46]([O:48][CH2:49][CH3:50])=[O:47]. Product: [CH:1]1([NH:4][C:5](=[O:43])[NH:6][C:7]2[CH:41]=[CH:40][C:10]([O:11][C:12]3[CH:17]=[CH:16][N:15]=[C:14]4[CH:18]=[C:19]([C:21]5[N:26]=[CH:25][C:24]([CH2:27][N:28]([CH2:45][C:46]([O:48][CH2:49][CH3:50])=[O:47])[CH:29]6[CH2:30][N:31]([C:33]([O:35][C:36]([CH3:39])([CH3:38])[CH3:37])=[O:34])[CH2:32]6)=[CH:23][CH:22]=5)[S:20][C:13]=34)=[C:9]([F:42])[CH:8]=2)[CH2:2][CH2:3]1. The catalyst class is: 3.